Dataset: Forward reaction prediction with 1.9M reactions from USPTO patents (1976-2016). Task: Predict the product of the given reaction. Given the reactants [CH3:1][O:2][C:3]([C:5]1[NH:9][C:8]2[CH:10]=[CH:11][CH:12]=[CH:13][C:7]=2[N:6]=1)=[O:4].[H-].[Na+].I[CH3:17], predict the reaction product. The product is: [CH3:1][O:2][C:3]([C:5]1[N:6]([CH3:17])[C:7]2[CH:13]=[CH:12][CH:11]=[CH:10][C:8]=2[N:9]=1)=[O:4].